Dataset: Full USPTO retrosynthesis dataset with 1.9M reactions from patents (1976-2016). Task: Predict the reactants needed to synthesize the given product. (1) Given the product [Cl:26][C:20]1[CH:21]=[C:22]([Cl:25])[CH:23]=[CH:24][C:19]=1[C:15]1[N:14]=[C:13]([C:27]2[CH:28]=[CH:29][CH:30]=[CH:31][CH:32]=2)[N:12]=[C:11]([NH2:10])[C:16]=1[CH2:17][NH:18][CH3:2], predict the reactants needed to synthesize it. The reactants are: B1C2CCC[CH:2]1CCC2.[NH2:10][C:11]1[C:16]([C:17]#[N:18])=[C:15]([C:19]2[CH:24]=[CH:23][C:22]([Cl:25])=[CH:21][C:20]=2[Cl:26])[N:14]=[C:13]([C:27]2[CH:32]=[CH:31][CH:30]=[CH:29][CH:28]=2)[N:12]=1.CI.C(CN)O. (2) Given the product [Cl:1][C:2]1[CH:9]=[CH:8][CH:7]=[C:6]([N:10]2[CH2:14][CH2:13][CH2:12][CH2:11]2)[C:3]=1[CH2:4][N:18]1[CH2:17][CH2:16][N:15]([C:21]([O:23][C:24]([CH3:27])([CH3:26])[CH3:25])=[O:22])[CH2:20][CH2:19]1, predict the reactants needed to synthesize it. The reactants are: [Cl:1][C:2]1[CH:9]=[CH:8][CH:7]=[C:6]([N:10]2[CH2:14][CH2:13][CH2:12][CH2:11]2)[C:3]=1[CH:4]=O.[N:15]1([C:21]([O:23][C:24]([CH3:27])([CH3:26])[CH3:25])=[O:22])[CH2:20][CH2:19][NH:18][CH2:17][CH2:16]1.C(O[BH-](OC(=O)C)OC(=O)C)(=O)C.[Na+].